This data is from Peptide-MHC class II binding affinity with 134,281 pairs from IEDB. The task is: Regression. Given a peptide amino acid sequence and an MHC pseudo amino acid sequence, predict their binding affinity value. This is MHC class II binding data. The peptide sequence is KKFEENEVDISVVVQDP. The MHC is DRB1_1301 with pseudo-sequence DRB1_1301. The binding affinity (normalized) is 0.319.